This data is from Peptide-MHC class II binding affinity with 134,281 pairs from IEDB. The task is: Regression. Given a peptide amino acid sequence and an MHC pseudo amino acid sequence, predict their binding affinity value. This is MHC class II binding data. (1) The MHC is HLA-DPA10201-DPB10101 with pseudo-sequence HLA-DPA10201-DPB10101. The peptide sequence is AGGAGGVGAVGGKGG. The binding affinity (normalized) is 0.0438. (2) The peptide sequence is GTGSLVITASMSGHI. The MHC is DRB1_0401 with pseudo-sequence DRB1_0401. The binding affinity (normalized) is 0.825. (3) The peptide sequence is VKTITNDQIEVTNAT. The MHC is DRB1_0901 with pseudo-sequence DRB1_0901. The binding affinity (normalized) is 0.602. (4) The peptide sequence is QQIKFAALSARAVAL. The MHC is DRB1_1602 with pseudo-sequence DRB1_1602. The binding affinity (normalized) is 1.00.